From a dataset of Experimentally validated miRNA-target interactions with 360,000+ pairs, plus equal number of negative samples. Binary Classification. Given a miRNA mature sequence and a target amino acid sequence, predict their likelihood of interaction. (1) The miRNA is hsa-miR-548ah-3p with sequence CAAAAACUGCAGUUACUUUUGC. The protein sequence of the target gene is MPSSLFADLERNGSGGGGGGSSGGGETLDDQRALQLALDQLSLLGLDSDEGASLYDSEPRKKSVNMTECVPVPSSEHVAEIVGRQGCKIKALRAKTNTYIKTPVRGEEPVFVVTGRKEDVAMARREIISAAEHFSMIRASRNKNTALNGAVPGPPNLPGQTTIQVRVPYRVVGLVVGPKGATIKRIQQQTHTYIVTPSRDKEPVFEVTGMPENVDRAREEIEAHIALRTGGIIELTDENDFHANGTDVGFDLHHGSGGSGPGSLWSKPTPSITPTPGRKPFSSYRNDSSSSLGSASTDSY.... Result: 0 (no interaction). (2) The miRNA is hsa-miR-1-3p with sequence UGGAAUGUAAAGAAGUAUGUAU. The protein sequence of the target gene is MAPPVAERGLKSVVWQKIKATVFDDCKKEGEWKIMLLDEFTTKLLASCCKMTDLLEEGITVVENIYKNREPVRQMKALYFITPTSKSVDCFLHDFASKSENKYKAAYIYFTDFCPDNLFNKIKASCSKSIRRCKEINISFIPHESQVYTLDVPDAFYYCYSPDPGNAKGKDAIMETMADQIVTVCATLDENPGVRYKSKPLDNASKLAQLVEKKLEDYYKIDEKSLIKGKTHSQLLIIDRGFDPVSTVLHELTFQAMAYDLLPIENDTYKYKTDGKEKEAILEEEDDLWVRIRHRHIAVV.... Result: 1 (interaction). (3) The protein sequence of the target gene is MAPRARRRRPLFALLLLCALLARLQVALQIAPPCTSEKHYEHLGRCCNKCEPGKYMSSKCTTTSDSVCLPCGPDEYLDSWNEEDKCLLHKVCDTGKALVAVVAGNSTTPRRCACTAGYHWSQDCECCRRNTECAPGLGAQHPLQLNKDTVCKPCLAGYFSDAFSSTDKCRPWTNCTFLGKRVEHHGTEKSDAVCSSSLPARKPPNEPHVYLPGLIILLLFASVALVAAIIFGVCYRKKGKALTANLWHWINEACGRLSGDKESSGDSCVSTHTANFGQQGACEGVLLLTLEEKTFPEDMC.... Result: 0 (no interaction). The miRNA is mmu-miR-5099 with sequence UUAGAUCGAUGUGGUGCUCC. (4) The miRNA is hsa-miR-3685 with sequence UUUCCUACCCUACCUGAAGACU. The protein sequence of the target gene is MPPPRTREGRDRRDHHRAPSEEEALEKWDWNCPETRRLLEDAFFREEDYIRQGSEECQKFWTFFERLQRFQNLKTSRKEEKDPGQPKHSIPALADLPRTYDPRYRINLSVLGPATRGSQGLGRHLPAERVAEFRRALLHYLDFGQKQAFGRLAKLQRERAALPIAQYGNRILQTLKEHQVVVVAGDTGCGKSTQVPQYLLAAGFSHVACTQPRRIACISLAKRVGFESLSQYGSQVGYQIRFESTRSAATKIVFLTVGLLLRQIQREPSLPQYEVLIVDEVHERHLHNDFLLGVLQRLLP.... Result: 0 (no interaction). (5) The miRNA is mmu-miR-433-3p with sequence AUCAUGAUGGGCUCCUCGGUGU. The protein sequence of the target gene is MAVAAAAAAGPVFWRRLLGLLPGRPGLAALLGRLSDRLGRNRDRQRRRSPWLLLAPLLSPAVPQVTSPPCCLCPEGVHRFQWIRNLVPEFGVSSSHVRVLSSPAEFFELMKGQIRVAKRRVVMASLYLGTGPLEQELVDCLESTLEKSLQAKFPSNLKVSILLDFTRGSRGRKNSRTMLLPLLRRFPEQVRVSLFHTPHLRGLLRLLIPERFNETIGLQHIKVYLFDNSVILSGANLSDSYFTNRQDRYVFLQDCAEIADFFTELVDAVGDVSLQLQGDDTVQVVDGMVHPYKGDRAEYC.... Result: 0 (no interaction). (6) The miRNA is hsa-miR-6855-5p with sequence UUGGGGUUUGGGGUGCAGACAUUGC. The protein sequence of the target gene is MDDPKSEQQRILRRHQRERQELQAQIRSLKNSVPKTDKTKRKQLLQDVARMEAEMAQKHRQELEKFQDDSSIESVVEDLAKMNLENRPPRSSKAHRKRERMESEERERQESIFQAEMSEHLAGFKREEEEKLAAILGARGLEMKAIPADGHCMYRAIQDQLVFSVSVEMLRCRTASYMKKHVDEFLPFFSNPETSDSFGYDDFMIYCDNIVRTTAWGGQLELRALSHVLKTPIEVIQADSPTLIIGEEYVKKPIILVYLRYAYSLGEHYNSVTPLEAGAAGGVLPRLL. Result: 1 (interaction). (7) The miRNA is hsa-miR-6783-3p with sequence UUCCUGGGCUUCUCCUCUGUAG. The protein sequence of the target gene is MKLSVNEAQLGFYLGSLSHLSACPGIDPRSSEDQPESLKTGQMMDESDEDFKELCASFFQRVKKHGIKEVSGERKTQKAASNGTQIRSKLKRTKQTATKTKTLQGPAEKKPPSGSQAPRTKKQRVTKWQASEPAHSVNGEGGVLASAPDPPVLRETAQNTQTGNQQEPSPNLSREKTRENVPNSDSQPPPSCLTTAVPSPSKPRTAQLVLQRMQQFKRADPERLRHASEECSLEAAREENVPKDPQEEMMAGNVYGLGPPAPESDAAVALTLQQEFARVGASAHDDSLEEKGLFFCQICQ.... Result: 1 (interaction). (8) The miRNA is rno-miR-409a-3p with sequence AAUGUUGCUCGGUGAACCCC. The protein sequence of the target gene is MKLYSLSVLYKGEAKVVLLKAAYDVSSFSFFQRSSVQEFMTFTSQLIVERSSKGTRASVKEQDYLCHVYVRNDSLAGVVIADNEYPSRVAFTLLEKVLDEFSKQVDRIDWPVGSPATIHYPALDGHLSRYQNPREADPMTKVQAELDETKIILHNTMESLLERGEKLDDLVSKSEVLGTQSKAFYKTARKQNSCCAIM. Result: 0 (no interaction). (9) The miRNA is hsa-miR-4649-3p with sequence UCUGAGGCCUGCCUCUCCCCA. The protein sequence of the target gene is MRRSKADVERYVASVLGLTPSPRQKSMKGFYFAKLYYEAKEYDLAKKYICTYINVQERDPKAHRFLGLLYELEENTEKAVECYRRSVELNPTQKDLVLKIAELLCKNDVTDGRAKYWVERAAKLFPGSPAIYKLKEQLLDCEGEDGWNKLFDLIQSELYVRPDDVHVNIRLVELYRSTKRLKDAVAHCHEAERNIALRSSLEWNSCVVQTLKEYLESLQCLESDKSDWRATNTDLLLAYANLMLLTLSTRDVQENRELLESFDSALQSAKSSLGGNDELSATFLEMKGHFYMYAGSLLLK.... Result: 0 (no interaction).